This data is from Catalyst prediction with 721,799 reactions and 888 catalyst types from USPTO. The task is: Predict which catalyst facilitates the given reaction. (1) Product: [NH2:1][C:2]1[CH:3]=[CH:4][C:5]([CH2:6][C@@H:7]2[CH2:11][CH2:10][C@H:9]([C@H:12]([OH:19])[C:13]3[CH:18]=[CH:17][CH:16]=[CH:15][CH:14]=3)[N:8]2[C:20]([O:22][C:23]([CH3:25])([CH3:24])[CH3:26])=[O:21])=[CH:27][C:28]=1[Br:36]. Reactant: [NH2:1][C:2]1[CH:28]=[CH:27][C:5]([CH2:6][C@@H:7]2[CH2:11][CH2:10][C@H:9]([C@H:12]([OH:19])[C:13]3[CH:18]=[CH:17][CH:16]=[CH:15][CH:14]=3)[N:8]2[C:20]([O:22][C:23]([CH3:26])([CH3:25])[CH3:24])=[O:21])=[CH:4][CH:3]=1.C1C(=O)N([Br:36])C(=O)C1. The catalyst class is: 3. (2) Product: [OH:10][C@@H:9]([C:11]1[CH:16]=[CH:15][CH:14]=[CH:13][CH:12]=1)[C:8]([OH:18])=[O:17].[CH3:1][C@H:2]1[CH2:7][CH2:6][CH2:5][NH:4][CH2:3]1. Reactant: [CH3:1][CH:2]1[CH2:7][CH2:6][CH2:5][NH:4][CH2:3]1.[C:8]([OH:18])(=[O:17])[C@H:9]([C:11]1[CH:16]=[CH:15][CH:14]=[CH:13][CH:12]=1)[OH:10].CCOCC. The catalyst class is: 5.